Dataset: Reaction yield outcomes from USPTO patents with 853,638 reactions. Task: Predict the reaction yield, written as a fraction of the theoretical maximum amount of product (1.0 means a 100% yield; for example, 0.34 means a 34% yield). (1) The reactants are [NH2:1][C:2]1[C:3]([C:26]([O:28][CH3:29])=[O:27])=[N:4][N:5]([C:7]([C:20]2[CH:25]=[CH:24][CH:23]=[CH:22][CH:21]=2)([C:14]2[CH:19]=[CH:18][CH:17]=[CH:16][CH:15]=2)[C:8]2[CH:13]=[CH:12][CH:11]=[CH:10][CH:9]=2)[CH:6]=1.[N:30]1[CH:35]=[CH:34][N:33]=[CH:32][C:31]=1[C:36](O)=[O:37].C1C=CC2N(O)N=NC=2C=1.CCN=C=NCCCN(C)C. The catalyst is CN(C=O)C.O. The product is [N:30]1[CH:35]=[CH:34][N:33]=[CH:32][C:31]=1[C:36]([NH:1][C:2]1[C:3]([C:26]([O:28][CH3:29])=[O:27])=[N:4][N:5]([C:7]([C:14]2[CH:19]=[CH:18][CH:17]=[CH:16][CH:15]=2)([C:20]2[CH:21]=[CH:22][CH:23]=[CH:24][CH:25]=2)[C:8]2[CH:13]=[CH:12][CH:11]=[CH:10][CH:9]=2)[CH:6]=1)=[O:37]. The yield is 0.870. (2) The reactants are [F:1][C:2]1[CH:3]=[C:4]([C:8]2([CH3:23])[CH2:12][CH2:11][CH2:10][N:9]2[C:13]2[CH:18]=[CH:17][N:16]3[N:19]=[CH:20][C:21]([NH2:22])=[C:15]3[N:14]=2)[CH:5]=[CH:6][CH:7]=1.C1N=CN([C:29]([N:31]2[CH:35]=N[CH:33]=[CH:32]2)=[O:30])C=1.Cl.N1CC([OH:41])C1.CCN(C(C)C)C(C)C. The catalyst is C(Cl)Cl. The product is [F:1][C:2]1[CH:3]=[C:4]([C:8]2([CH3:23])[CH2:12][CH2:11][CH2:10][N:9]2[C:13]2[CH:18]=[CH:17][N:16]3[N:19]=[CH:20][C:21]([NH:22][C:29]([N:31]4[CH2:32][CH:33]([OH:41])[CH2:35]4)=[O:30])=[C:15]3[N:14]=2)[CH:5]=[CH:6][CH:7]=1. The yield is 0.550. (3) No catalyst specified. The reactants are [NH2:1][C:2]1[CH:3]=[N:4][CH:5]=[CH:6][C:7]=1[OH:8].[NH2:9][C:10]1[CH:18]=[CH:17][CH:16]=[CH:15][C:11]=1[C:12](O)=O. The yield is 0.390. The product is [O:8]1[C:7]2[CH:6]=[CH:5][N:4]=[CH:3][C:2]=2[N:1]=[C:12]1[C:11]1[CH:15]=[CH:16][CH:17]=[CH:18][C:10]=1[NH2:9].